This data is from Forward reaction prediction with 1.9M reactions from USPTO patents (1976-2016). The task is: Predict the product of the given reaction. (1) Given the reactants [O:1]1[C:5]2[CH:6]=[CH:7][CH:8]=[CH:9][C:4]=2[CH:3]=[C:2]1[C:10]([NH:12][C:13]1[CH:18]=[CH:17][C:16]([C:19]2[CH:24]=[CH:23][C:22]([S:25]([N:28]([CH3:37])[C@@H:29]([C:33]([O:35]C)=[O:34])[CH:30]([CH3:32])[CH3:31])(=[O:27])=[O:26])=[CH:21][CH:20]=2)=[CH:15][CH:14]=1)=[O:11].[I-].[Li+], predict the reaction product. The product is: [O:1]1[C:5]2[CH:6]=[CH:7][CH:8]=[CH:9][C:4]=2[CH:3]=[C:2]1[C:10]([NH:12][C:13]1[CH:18]=[CH:17][C:16]([C:19]2[CH:24]=[CH:23][C:22]([S:25]([N:28]([CH3:37])[C@@H:29]([C:33]([OH:35])=[O:34])[CH:30]([CH3:32])[CH3:31])(=[O:26])=[O:27])=[CH:21][CH:20]=2)=[CH:15][CH:14]=1)=[O:11]. (2) Given the reactants [Br:1][C:2]1[N:3]([CH:21]2[CH2:24][O:23][CH2:22]2)[C:4]([CH:12]([C:14]2[CH:19]=[CH:18][C:17]([Cl:20])=[CH:16][CH:15]=2)O)=[C:5]([C:7]([O:9][CH2:10][CH3:11])=[O:8])[N:6]=1.[CH3:25][N:26]1[C:30]2[CH:31]=[C:32]([NH2:36])[CH:33]=[C:34]([CH3:35])[C:29]=2[N:28]=[N:27]1, predict the reaction product. The product is: [Br:1][C:2]1[N:3]([CH:21]2[CH2:24][O:23][CH2:22]2)[C:4]([CH:12]([C:14]2[CH:19]=[CH:18][C:17]([Cl:20])=[CH:16][CH:15]=2)[NH:36][C:32]2[CH:33]=[C:34]([CH3:35])[C:29]3[N:28]=[N:27][N:26]([CH3:25])[C:30]=3[CH:31]=2)=[C:5]([C:7]([O:9][CH2:10][CH3:11])=[O:8])[N:6]=1. (3) Given the reactants [S:1]1[CH:5]=[CH:4][N:3]=[C:2]1[CH2:6][N:7]1[C:15]2[C:10](=[CH:11][C:12]([NH:16][C:17]3[C:26]4[C:21](=[CH:22][CH:23]=[CH:24][C:25]=4[O:27][C@H:28]([CH3:33])[C:29](OC)=[O:30])[N:20]=[CH:19][N:18]=3)=[CH:13][CH:14]=2)[CH:9]=[N:8]1.[CH3:34][NH2:35], predict the reaction product. The product is: [CH3:34][NH:35][C:29](=[O:30])[C@H:28]([O:27][C:25]1[CH:24]=[CH:23][CH:22]=[C:21]2[C:26]=1[C:17]([NH:16][C:12]1[CH:11]=[C:10]3[C:15](=[CH:14][CH:13]=1)[N:7]([CH2:6][C:2]1[S:1][CH:5]=[CH:4][N:3]=1)[N:8]=[CH:9]3)=[N:18][CH:19]=[N:20]2)[CH3:33]. (4) The product is: [CH:1]([C:4]1[CH:8]=[CH:7][N:6]([C:9]2[CH:18]=[C:17]([O:19][CH:20]3[CH2:37][CH:36]4[CH:22]([C:23](=[O:43])[N:24]([CH3:42])[CH2:25][CH2:26][CH2:27][CH2:28][CH:29]=[CH:30][CH:31]5[C:33]([C:39]([NH:54][S:51]([C:48]6([CH3:47])[CH2:50][CH2:49]6)(=[O:53])=[O:52])=[O:41])([NH:34][C:35]4=[O:38])[CH2:32]5)[CH2:21]3)[C:16]3[C:11](=[C:12]([CH3:46])[C:13]([O:44][CH3:45])=[CH:14][CH:15]=3)[N:10]=2)[N:5]=1)([CH3:2])[CH3:3]. Given the reactants [CH:1]([C:4]1[CH:8]=[CH:7][N:6]([C:9]2[CH:18]=[C:17]([O:19][CH:20]3[CH2:37][CH:36]4[CH:22]([C:23](=[O:43])[N:24]([CH3:42])[CH2:25][CH2:26][CH2:27][CH2:28][CH:29]=[CH:30][CH:31]5[C:33]([C:39]([OH:41])=O)([NH:34][C:35]4=[O:38])[CH2:32]5)[CH2:21]3)[C:16]3[C:11](=[C:12]([CH3:46])[C:13]([O:44][CH3:45])=[CH:14][CH:15]=3)[N:10]=2)[N:5]=1)([CH3:3])[CH3:2].[CH3:47][C:48]1([S:51]([NH2:54])(=[O:53])=[O:52])[CH2:50][CH2:49]1.ClC1C(OC)=CC=C2C=1N=C(C1SC=C(C(C)C)N=1)C=C2OC1CC2C(C(=O)N(C)CCCCC=CC3C(C(NS(C4CC4)(=O)=O)=O)(NC2=O)C3)C1, predict the reaction product. (5) The product is: [CH:15]1([N:12]2[CH2:13][CH2:14][N:9]([C:7]3[S:8][C:4]4[CH:3]=[C:2]([C:25]5[CH:24]=[CH:23][C:22]([O:21][CH3:20])=[C:27]([O:28][CH3:29])[CH:26]=5)[CH:19]=[CH:18][C:5]=4[N:6]=3)[CH2:10][CH2:11]2)[CH2:17][CH2:16]1. Given the reactants Br[C:2]1[CH:19]=[CH:18][C:5]2[N:6]=[C:7]([N:9]3[CH2:14][CH2:13][N:12]([CH:15]4[CH2:17][CH2:16]4)[CH2:11][CH2:10]3)[S:8][C:4]=2[CH:3]=1.[CH3:20][O:21][C:22]1[CH:23]=[C:24](B(O)O)[CH:25]=[CH:26][C:27]=1[O:28][CH3:29].[O-]P([O-])([O-])=O.[K+].[K+].[K+].O, predict the reaction product. (6) Given the reactants [CH3:1][O:2][C:3](=[O:16])[C:4](=O)[CH:5](Cl)[C:6]1[CH:11]=[CH:10][C:9]([CH3:12])=[C:8]([CH3:13])[CH:7]=1.[NH2:17][C:18]([NH2:20])=[S:19], predict the reaction product. The product is: [CH3:1][O:2][C:3]([C:4]1[N:17]=[C:18]([NH2:20])[S:19][C:5]=1[C:6]1[CH:11]=[CH:10][C:9]([CH3:12])=[C:8]([CH3:13])[CH:7]=1)=[O:16].